This data is from Reaction yield outcomes from USPTO patents with 853,638 reactions. The task is: Predict the reaction yield, written as a fraction of the theoretical maximum amount of product (1.0 means a 100% yield; for example, 0.34 means a 34% yield). (1) The reactants are [F:1][C:2]([F:16])([F:15])[C:3]([N:5]([CH:12]([CH3:14])[CH3:13])[C:6]1[CH:7]=[N:8][O:9][C:10]=1[CH3:11])=O.C[O-].[Na+].[Cl-].[NH4+]. The catalyst is CCO.[Pd]. The product is [C:10]([C:6]1[N:5]([CH:12]([CH3:14])[CH3:13])[C:3]([C:2]([F:16])([F:15])[F:1])=[N:8][CH:7]=1)(=[O:9])[CH3:11]. The yield is 0.710. (2) The product is [CH3:1][N:2]([CH2:3][C:4]1[O:5][C:6]2[CH:13]=[CH:12][CH:11]=[CH:10][C:7]=2[C:8]=1[CH3:9])[C:14](=[O:17])[CH:15]=[CH2:16]. The yield is 0.760. The reactants are [CH3:1][NH:2][CH2:3][C:4]1[O:5][C:6]2[CH:13]=[CH:12][CH:11]=[CH:10][C:7]=2[C:8]=1[CH3:9].[C:14](Cl)(=[O:17])[CH:15]=[CH2:16].C(N(CC)CC)C. The catalyst is C(Cl)Cl. (3) The reactants are [CH:1]1([CH2:4][O:5][C:6]2[N:11]=[CH:10][C:9]([NH:12][S:13]([CH2:16][CH3:17])(=[O:15])=[O:14])=[CH:8][C:7]=2B2OC(C)(C)C(C)(C)O2)[CH2:3][CH2:2]1.Br[C:28]1[C:29]2[CH:38]=[CH:37][O:36][C:30]=2[C:31](=[O:35])[N:32]([CH3:34])[CH:33]=1.[O-]P([O-])([O-])=O.[K+].[K+].[K+]. The catalyst is O1CCOCC1.O.C1C=CC(P(C2C=CC=CC=2)[C-]2C=CC=C2)=CC=1.C1C=CC(P(C2C=CC=CC=2)[C-]2C=CC=C2)=CC=1.Cl[Pd]Cl.[Fe+2]. The product is [CH:1]1([CH2:4][O:5][C:6]2[N:11]=[CH:10][C:9]([NH:12][S:13]([CH2:16][CH3:17])(=[O:14])=[O:15])=[CH:8][C:7]=2[C:28]2[C:29]3[CH:38]=[CH:37][O:36][C:30]=3[C:31](=[O:35])[N:32]([CH3:34])[CH:33]=2)[CH2:2][CH2:3]1. The yield is 0.480. (4) The reactants are [OH-].[Na+].C[O:4][C:5](=[O:41])[C@@H:6]([C:8]1[CH:9]=[C:10]([C:14]2[CH:19]=[CH:18][C:17]([C:20]([CH2:38][CH3:39])([C:23]3[CH:28]=[CH:27][C:26]([CH2:29][CH2:30][CH:31]([OH:36])[C:32]([CH3:35])([CH3:34])[CH3:33])=[C:25]([CH3:37])[CH:24]=3)[CH2:21][CH3:22])=[CH:16][C:15]=2[CH3:40])[CH:11]=[CH:12][CH:13]=1)[OH:7].Cl. The catalyst is CO. The product is [CH2:21]([C:20]([C:17]1[CH:18]=[CH:19][C:14]([C:10]2[CH:11]=[CH:12][CH:13]=[C:8]([C@@H:6]([OH:7])[C:5]([OH:41])=[O:4])[CH:9]=2)=[C:15]([CH3:40])[CH:16]=1)([C:23]1[CH:28]=[CH:27][C:26]([CH2:29][CH2:30][CH:31]([OH:36])[C:32]([CH3:34])([CH3:35])[CH3:33])=[C:25]([CH3:37])[CH:24]=1)[CH2:38][CH3:39])[CH3:22]. The yield is 1.00. (5) The reactants are P12(SP3(SP(SP(S3)(S1)=S)(=S)S2)=S)=[S:2].C([O-])([O-])=O.[Na+].[Na+].[Cl:21][C:22]1[CH:27]=[CH:26][C:25]([C:28]2[C:34]3[CH:35]=[C:36]([O:39][CH3:40])[CH:37]=[CH:38][C:33]=3[NH:32][C:31](=O)[C@H:30]([CH2:42][C:43]([O:45][CH3:46])=[O:44])[N:29]=2)=[CH:24][CH:23]=1. The catalyst is ClCCCl. The product is [Cl:21][C:22]1[CH:27]=[CH:26][C:25]([C:28]2[C:34]3[CH:35]=[C:36]([O:39][CH3:40])[CH:37]=[CH:38][C:33]=3[NH:32][C:31](=[S:2])[C@H:30]([CH2:42][C:43]([O:45][CH3:46])=[O:44])[N:29]=2)=[CH:24][CH:23]=1. The yield is 0.980. (6) The reactants are C(OC([N:8]1[CH2:13][CH2:12][N:11]([C:14]2[C:19]([C:20]([F:23])([F:22])[F:21])=[CH:18][CH:17]=[CH:16][N:15]=2)[CH2:10][CH2:9]1)=O)(C)(C)C.C(O)(C(F)(F)F)=O. The catalyst is ClCCl. The product is [F:23][C:20]([F:21])([F:22])[C:19]1[C:14]([N:11]2[CH2:10][CH2:9][NH:8][CH2:13][CH2:12]2)=[N:15][CH:16]=[CH:17][CH:18]=1. The yield is 0.960. (7) The reactants are C(N(CCCC)C(C1N=C(C2C=CC(C(O)=O)=CC=2C(N2[C@H](CO)CC3C(=CC=CC=3)C2)=O)N(CCC2C=CC=CC=2)C=1)=O)CCC.[Si:48]([O:55][CH2:56][C@@H:57]1[CH2:66][C:65]2[C:60](=[CH:61][CH:62]=[CH:63][CH:64]=2)[CH2:59][N:58]1[C:67]([C:69]1[CH:70]=[C:71]([CH:76]=[CH:77][C:78]=1[C:79]1[N:80]([CH2:95][CH2:96][O:97][CH2:98][CH2:99][O:100][Si:101]([C:114]([CH3:117])([CH3:116])[CH3:115])([C:108]2[CH:113]=[CH:112][CH:111]=[CH:110][CH:109]=2)[C:102]2[CH:107]=[CH:106][CH:105]=[CH:104][CH:103]=2)[CH:81]=[C:82]([C:84](=[O:94])[N:85]([CH2:90][CH2:91][CH2:92][CH3:93])[CH2:86][CH2:87][CH2:88][CH3:89])[N:83]=1)[C:72]([O:74]C)=[O:73])=[O:68])([C:51]([CH3:54])([CH3:53])[CH3:52])([CH3:50])[CH3:49]. No catalyst specified. The product is [Si:48]([O:55][CH2:56][C@@H:57]1[CH2:66][C:65]2[C:60](=[CH:61][CH:62]=[CH:63][CH:64]=2)[CH2:59][N:58]1[C:67]([C:69]1[CH:70]=[C:71]([CH:76]=[CH:77][C:78]=1[C:79]1[N:80]([CH2:95][CH2:96][O:97][CH2:98][CH2:99][O:100][Si:101]([C:114]([CH3:115])([CH3:116])[CH3:117])([C:102]2[CH:103]=[CH:104][CH:105]=[CH:106][CH:107]=2)[C:108]2[CH:109]=[CH:110][CH:111]=[CH:112][CH:113]=2)[CH:81]=[C:82]([C:84](=[O:94])[N:85]([CH2:90][CH2:91][CH2:92][CH3:93])[CH2:86][CH2:87][CH2:88][CH3:89])[N:83]=1)[C:72]([OH:74])=[O:73])=[O:68])([C:51]([CH3:52])([CH3:53])[CH3:54])([CH3:49])[CH3:50]. The yield is 0.870. (8) The reactants are [N+:1]([C:4]1[CH:5]=[C:6]2[C:10](=[CH:11][CH:12]=1)[NH:9][C:8]([C:13]1[CH:18]=[CH:17][CH:16]=[CH:15][CH:14]=1)=[CH:7]2)([O-])=O. The catalyst is CO.[Ni]. The product is [C:13]1([C:8]2[NH:9][C:10]3[C:6]([CH:7]=2)=[CH:5][C:4]([NH2:1])=[CH:12][CH:11]=3)[CH:14]=[CH:15][CH:16]=[CH:17][CH:18]=1. The yield is 0.770. (9) The reactants are Br[C:2]1[N:7]=[N:6][C:5]([NH2:8])=[N:4][CH:3]=1.[F:9][C:10]1[CH:15]=[C:14]([F:16])[CH:13]=[CH:12][C:11]=1B(O)O.C(=O)([O-])[O-].[Na+].[Na+].ClCCl. The catalyst is COCCOC. The product is [F:9][C:10]1[CH:15]=[C:14]([F:16])[CH:13]=[CH:12][C:11]=1[C:2]1[N:7]=[N:6][C:5]([NH2:8])=[N:4][CH:3]=1. The yield is 0.460.